This data is from CYP2D6 inhibition data for predicting drug metabolism from PubChem BioAssay. The task is: Regression/Classification. Given a drug SMILES string, predict its absorption, distribution, metabolism, or excretion properties. Task type varies by dataset: regression for continuous measurements (e.g., permeability, clearance, half-life) or binary classification for categorical outcomes (e.g., BBB penetration, CYP inhibition). Dataset: cyp2d6_veith. (1) The drug is NC(N)=[N+]1CCc2ccccc2C1.NC(N)=[N+]1CCc2ccccc2C1.O=S(=O)([O-])[O-]. The result is 0 (non-inhibitor). (2) The drug is CCN(CC)[C@@H](C)CN1c2ccccc2Sc2ccccc21. The result is 1 (inhibitor). (3) The drug is CCSc1ccc2c(c1)N(CCCN1CCN(C)CC1)c1ccccc1S2.O=C(O)C[C@@H](O)C(=O)O.O=C(O)C[C@@H](O)C(=O)O. The result is 1 (inhibitor).